The task is: Predict the reactants needed to synthesize the given product.. This data is from Full USPTO retrosynthesis dataset with 1.9M reactions from patents (1976-2016). Given the product [F:1][C:2]([F:32])([F:31])[C:3]1[CH:4]=[C:5]([CH:24]=[C:25]([C:27]([F:30])([F:29])[F:28])[CH:26]=1)[CH2:6][N:7]([CH2:12][C:13]1[CH:18]=[C:17]([C:19]([F:22])([F:21])[F:20])[CH:16]=[CH:15][C:14]=1[C:36]1[CH:37]=[CH:38][CH:39]=[CH:40][C:35]=1[C:33]#[N:34])[C:8](=[O:11])[O:9][CH3:10], predict the reactants needed to synthesize it. The reactants are: [F:1][C:2]([F:32])([F:31])[C:3]1[CH:4]=[C:5]([CH:24]=[C:25]([C:27]([F:30])([F:29])[F:28])[CH:26]=1)[CH2:6][N:7]([CH2:12][C:13]1[CH:18]=[C:17]([C:19]([F:22])([F:21])[F:20])[CH:16]=[CH:15][C:14]=1I)[C:8](=[O:11])[O:9][CH3:10].[C:33]([C:35]1[CH:40]=[CH:39][CH:38]=[CH:37][C:36]=1B(O)O)#[N:34].[F-].[K+].C1(P(C2CCCCC2)C2C=CC=CC=2C2C=CC=CC=2)CCCCC1.